This data is from Catalyst prediction with 721,799 reactions and 888 catalyst types from USPTO. The task is: Predict which catalyst facilitates the given reaction. Reactant: [C:1]1([C:7]2[C:11]([C:12]([F:15])([F:14])[F:13])=[C:10]([C:16](F)=[O:17])[O:9][N:8]=2)[CH:6]=[CH:5][CH:4]=[CH:3][CH:2]=1.O/[N:20]=[C:21](/[C:23]1[CH:40]=[CH:39][C:26]([CH2:27][N:28]2[CH2:31][CH:30]([C:32]([O:34][C:35]([CH3:38])([CH3:37])[CH3:36])=[O:33])[CH2:29]2)=[CH:25][CH:24]=1)\[NH2:22].CCN(C(C)C)C(C)C. Product: [C:1]1([C:7]2[C:11]([C:12]([F:15])([F:14])[F:13])=[C:10]([C:16]3[O:17][N:22]=[C:21]([C:23]4[CH:24]=[CH:25][C:26]([CH2:27][N:28]5[CH2:29][CH:30]([C:32]([O:34][C:35]([CH3:36])([CH3:38])[CH3:37])=[O:33])[CH2:31]5)=[CH:39][CH:40]=4)[N:20]=3)[O:9][N:8]=2)[CH:6]=[CH:5][CH:4]=[CH:3][CH:2]=1. The catalyst class is: 10.